From a dataset of Reaction yield outcomes from USPTO patents with 853,638 reactions. Predict the reaction yield, written as a fraction of the theoretical maximum amount of product (1.0 means a 100% yield; for example, 0.34 means a 34% yield). The reactants are C([O:5][C:6]([C:8]1[CH:13]=[C:12]([O:14][C:15]2[CH:32]=[CH:31][C:18]3[N:19]([CH3:30])[C:20]([NH:22][C:23]4[CH:28]=[CH:27][C:26]([F:29])=[CH:25][CH:24]=4)=[N:21][C:17]=3[CH:16]=2)[CH:11]=[CH:10][N:9]=1)=[O:7])(C)(C)C. The catalyst is FC(F)(F)C(O)=O.O. The product is [F:29][C:26]1[CH:27]=[CH:28][C:23]([NH:22][C:20]2[N:19]([CH3:30])[C:18]3[CH:31]=[CH:32][C:15]([O:14][C:12]4[CH:11]=[CH:10][N:9]=[C:8]([C:6]([OH:7])=[O:5])[CH:13]=4)=[CH:16][C:17]=3[N:21]=2)=[CH:24][CH:25]=1. The yield is 1.00.